This data is from Full USPTO retrosynthesis dataset with 1.9M reactions from patents (1976-2016). The task is: Predict the reactants needed to synthesize the given product. (1) The reactants are: [CH2:1]([O:3][C:4]([C:6]1([C:9]([OH:11])=O)[CH2:8][CH2:7]1)=[O:5])[CH3:2].[CH2:12]([NH2:15])[CH2:13][CH3:14].C([O-])(O)=O.[Na+].Cl.CN(C)CCCN=C=NCC.O.ON1C2C=CC=CC=2N=N1. Given the product [CH2:12]([NH:15][C:9]([C:6]1([C:4]([O:3][CH2:1][CH3:2])=[O:5])[CH2:7][CH2:8]1)=[O:11])[CH2:13][CH3:14], predict the reactants needed to synthesize it. (2) Given the product [ClH:1].[Cl:1][C:2]1[CH:7]=[C:6]([O:8][C:9]2[C:18]3[C:13](=[CH:14][C:15]([O:21][CH3:22])=[C:16]([O:19][CH3:20])[CH:17]=3)[N:12]=[CH:11][CH:10]=2)[CH:5]=[CH:4][C:3]=1[NH:23][C:24]([NH:26][C:27]1[CH:31]=[C:30]([CH3:32])[O:29][N:28]=1)=[O:25], predict the reactants needed to synthesize it. The reactants are: [Cl:1][C:2]1[CH:7]=[C:6]([O:8][C:9]2[C:18]3[C:13](=[CH:14][C:15]([O:21][CH3:22])=[C:16]([O:19][CH3:20])[CH:17]=3)[N:12]=[CH:11][CH:10]=2)[CH:5]=[CH:4][C:3]=1[NH:23][C:24]([NH:26][C:27]1[CH:31]=[C:30]([CH3:32])[O:29][N:28]=1)=[O:25].Cl.C(O)CC. (3) Given the product [NH2:21][C:16]1[C:17]([O:19][CH3:20])=[CH:18][C:4]([CH:1]([CH3:3])[CH3:2])=[C:5]([CH:15]=1)[O:6][C:7]1[C:8]([NH2:14])=[N:9][C:10]([NH2:13])=[N:11][CH:12]=1, predict the reactants needed to synthesize it. The reactants are: [CH:1]([C:4]1[CH:18]=[C:17]([O:19][CH3:20])[C:16]([N+:21]([O-])=O)=[CH:15][C:5]=1[O:6][C:7]1[C:8]([NH2:14])=[N:9][C:10]([NH2:13])=[N:11][CH:12]=1)([CH3:3])[CH3:2].CC(O)=O. (4) Given the product [CH3:1][C:2]([NH:14][C:11](=[O:15])[CH2:12][CH3:13])([CH3:10])[CH2:3][C:4]1[CH:9]=[CH:8][CH:7]=[CH:6][CH:5]=1, predict the reactants needed to synthesize it. The reactants are: [CH3:1][C:2]([CH3:10])=[CH:3][C:4]1[CH:9]=[CH:8][CH:7]=[CH:6][CH:5]=1.[C:11](#[N:14])[CH2:12][CH3:13].[OH-:15].[Na+]. (5) Given the product [NH2:1][C:2]1[CH:3]=[CH:4][C:5]([C:8]2[CH:15]=[N:14][CH:13]=[C:17]3[N:18]([CH3:20])[N:19]=[C:10]([NH2:11])[C:9]=23)=[CH:6][CH:7]=1, predict the reactants needed to synthesize it. The reactants are: [NH2:1][C:2]1[CH:7]=[CH:6][C:5]([C:8]2[CH:15]=[N:14][CH:13]=C(Cl)[C:9]=2[C:10]#[N:11])=[CH:4][CH:3]=1.[CH3:17][NH:18][NH2:19].[CH2:20](O)CCC. (6) Given the product [Cl:17][C:18]1[N:23]=[C:22]([NH:7][CH:1]2[CH2:6][CH2:5][CH2:4][CH2:3][CH2:2]2)[C:21]([N+:25]([O-:27])=[O:26])=[CH:20][N:19]=1, predict the reactants needed to synthesize it. The reactants are: [CH:1]1([NH2:7])[CH2:6][CH2:5][CH2:4][CH2:3][CH2:2]1.C(N(CC)C(C)C)(C)C.[Cl:17][C:18]1[N:23]=[C:22](Cl)[C:21]([N+:25]([O-:27])=[O:26])=[CH:20][N:19]=1. (7) Given the product [C:4]([C:3]1[CH:6]=[C:7]([CH:10]=[O:11])[CH:8]=[CH:9][C:2]=1[O:12][C:13]1[CH:20]=[CH:19][C:16]([C:17]#[N:18])=[C:15]([C:21]([F:22])([F:23])[F:24])[CH:14]=1)#[N:5], predict the reactants needed to synthesize it. The reactants are: F[C:2]1[CH:9]=[CH:8][C:7]([CH:10]=[O:11])=[CH:6][C:3]=1[C:4]#[N:5].[OH:12][C:13]1[CH:20]=[CH:19][C:16]([C:17]#[N:18])=[C:15]([C:21]([F:24])([F:23])[F:22])[CH:14]=1. (8) Given the product [I:14][C:11]1[CH:12]=[CH:13][C:8]2[O:7][CH2:6][C:3]3([C:1]4[N:15]([N:18]=[C:26]([C:25]([O:24][CH2:22][CH3:23])=[O:31])[CH:2]=4)[C:9]=2[CH:10]=1)[CH2:5][CH2:4]3, predict the reactants needed to synthesize it. The reactants are: [C:1]([C:3]1([CH2:6][O:7][C:8]2[CH:13]=[CH:12][C:11]([I:14])=[CH:10][C:9]=2[N+:15]([O-])=O)[CH2:5][CH2:4]1)#[CH:2].[N:18]([O-])=O.[Na+].[CH2:22]([O:24][C:25](=[O:31])[CH:26](Cl)C(C)=O)[CH3:23].C([O-])(=O)C.[Na+]. (9) Given the product [OH:5][CH:6]1[CH2:23][CH:22]2[CH:8]([C:9](=[O:36])[N:10]([CH3:35])[CH2:11][CH2:12][CH2:13][CH2:14][CH:15]=[CH:16][CH:17]3[C:19]([C:25]([NH:27][S:28]([C:31]4([CH3:34])[CH2:33][CH2:32]4)(=[O:30])=[O:29])=[O:26])([NH:20][C:21]2=[O:24])[CH2:18]3)[CH2:7]1, predict the reactants needed to synthesize it. The reactants are: C(OC[O:5][CH:6]1[CH2:23][CH:22]2[CH:8]([C:9](=[O:36])[N:10]([CH3:35])[CH2:11][CH2:12][CH2:13][CH2:14][CH:15]=[CH:16][CH:17]3[C:19]([C:25]([NH:27][S:28]([C:31]4([CH3:34])[CH2:33][CH2:32]4)(=[O:30])=[O:29])=[O:26])([NH:20][C:21]2=[O:24])[CH2:18]3)[CH2:7]1)C.Cl.C(=O)([O-])O.[Na+].